Task: Predict the product of the given reaction.. Dataset: Forward reaction prediction with 1.9M reactions from USPTO patents (1976-2016) (1) Given the reactants [CH:1]1([CH2:4][O:5][C:6]2[N:11]=[C:10]([C:12]([OH:14])=O)[CH:9]=[CH:8][C:7]=2[N:15]2[CH2:18][C:17]([F:20])([F:19])[CH2:16]2)[CH2:3][CH2:2]1.Cl.[C@H:22]12[CH2:28][C@H:25]([NH:26][CH2:27]1)[CH2:24][O:23]2.CN(C(ON1N=NC2C=CC=CC1=2)=[N+](C)C)C.[B-](F)(F)(F)F.CCN(C(C)C)C(C)C, predict the reaction product. The product is: [CH:1]1([CH2:4][O:5][C:6]2[N:11]=[C:10]([C:12]([N:26]3[CH2:27][C@@H:22]4[CH2:28][C@H:25]3[CH2:24][O:23]4)=[O:14])[CH:9]=[CH:8][C:7]=2[N:15]2[CH2:18][C:17]([F:20])([F:19])[CH2:16]2)[CH2:2][CH2:3]1. (2) Given the reactants [C:1]([NH:4][NH:5][C:6]([C:8]1[C:12]2[CH:13]=[C:14]([N+:17]([O-:19])=[O:18])[CH:15]=[CH:16][C:11]=2[S:10][N:9]=1)=[O:7])(=O)[CH3:2].P(Cl)(Cl)(Cl)=O, predict the reaction product. The product is: [CH3:2][C:1]1[O:7][C:6]([C:8]2[C:12]3[CH:13]=[C:14]([N+:17]([O-:19])=[O:18])[CH:15]=[CH:16][C:11]=3[S:10][N:9]=2)=[N:5][N:4]=1.